This data is from Forward reaction prediction with 1.9M reactions from USPTO patents (1976-2016). The task is: Predict the product of the given reaction. Given the reactants [CH2:1]([N:8]1[CH:16]=[C:15]2[C:10]([CH:11]=[C:12]([C:17]3[CH:18]=[C:19]([C:27]4[CH2:28][CH2:29][NH:30][CH2:31][CH:32]=4)[N:20]4[C:25]=3[C:24]([NH2:26])=[N:23][CH:22]=[N:21]4)[CH:13]=[CH:14]2)=[N:9]1)[C:2]1[CH:7]=[CH:6][CH:5]=[CH:4][CH:3]=1.[CH3:33][N:34]([CH3:39])[CH2:35][C:36](O)=[O:37].CCN=C=NCCCN(C)C.Cl.C1C=CC2N(O)N=NC=2C=1.C(N(CC)C(C)C)(C)C, predict the reaction product. The product is: [CH2:1]([N:8]1[CH:16]=[C:15]2[C:10]([CH:11]=[C:12]([C:17]3[CH:18]=[C:19]([C:27]4[CH2:28][CH2:29][N:30]([C:36](=[O:37])[CH2:35][N:34]([CH3:39])[CH3:33])[CH2:31][CH:32]=4)[N:20]4[C:25]=3[C:24]([NH2:26])=[N:23][CH:22]=[N:21]4)[CH:13]=[CH:14]2)=[N:9]1)[C:2]1[CH:3]=[CH:4][CH:5]=[CH:6][CH:7]=1.